This data is from Reaction yield outcomes from USPTO patents with 853,638 reactions. The task is: Predict the reaction yield, written as a fraction of the theoretical maximum amount of product (1.0 means a 100% yield; for example, 0.34 means a 34% yield). The reactants are [O:1]1[CH2:6][CH2:5][N:4]([C:7]2[CH:12]=[CH:11][C:10](/[CH:13]=[CH:14]/[C:15]3[C:23]4[C:18](=[CH:19][CH:20]=[CH:21][CH:22]=4)[NH:17][N:16]=3)=[CH:9][C:8]=2[N+:24]([O-])=O)[CH2:3][CH2:2]1.Cl.[Sn]. The catalyst is C(O)C. The product is [NH2:24][C:8]1[CH:9]=[C:10](/[CH:13]=[CH:14]/[C:15]2[C:23]3[C:18](=[CH:19][CH:20]=[CH:21][CH:22]=3)[NH:17][N:16]=2)[CH:11]=[CH:12][C:7]=1[N:4]1[CH2:5][CH2:6][O:1][CH2:2][CH2:3]1. The yield is 0.760.